Dataset: Forward reaction prediction with 1.9M reactions from USPTO patents (1976-2016). Task: Predict the product of the given reaction. Given the reactants [CH2:1]([O:3][C:4]1[CH:11]=[CH:10][C:7]([CH:8]=[O:9])=[CH:6][C:5]=1[O:12][CH3:13])[CH3:2].ClC1C=C(C=CC=1OCC)C=[O:19], predict the reaction product. The product is: [CH2:1]([O:3][C:4]1[CH:11]=[CH:10][C:7]([C:8]([OH:19])=[O:9])=[CH:6][C:5]=1[O:12][CH3:13])[CH3:2].